This data is from Reaction yield outcomes from USPTO patents with 853,638 reactions. The task is: Predict the reaction yield, written as a fraction of the theoretical maximum amount of product (1.0 means a 100% yield; for example, 0.34 means a 34% yield). (1) The reactants are [CH2:1]([C@@H:5]1[NH:10][CH2:9][C@H:8]([C:11]2[CH:16]=[CH:15][CH:14]=[CH:13][CH:12]=2)[NH:7][C:6]1=[O:17])[CH:2]([CH3:4])[CH3:3].[F:18][C:19]1[CH:20]=[C:21]2[C:29](=[CH:30][CH:31]=1)[C:28]1[O:27][N:26]=[C:25]([C:32](O)=[O:33])[C:24]=1[CH2:23][CH2:22]2.C([C@@H]1N(C([C@@H]2C[C@H]2C2C=CC=CC=2)=O)C[C@H](CC(C)C)NC1=O)C(C)C. No catalyst specified. The product is [F:18][C:19]1[CH:20]=[C:21]2[C:29](=[CH:30][CH:31]=1)[C:28]1[O:27][N:26]=[C:25]([C:32]([N:10]3[CH2:9][C@H:8]([C:11]4[CH:12]=[CH:13][CH:14]=[CH:15][CH:16]=4)[NH:7][C:6](=[O:17])[C@@H:5]3[CH2:1][CH:2]([CH3:4])[CH3:3])=[O:33])[C:24]=1[CH2:23][CH2:22]2. The yield is 0.564. (2) The reactants are [OH:1][CH2:2][C:3]1[C:4]2[N:5]([CH:9]=[C:10]([CH3:12])[N:11]=2)[CH:6]=[CH:7][CH:8]=1.[K+].[Br-]. No catalyst specified. The product is [CH3:12][C:10]1[N:11]=[C:4]2[C:3]([CH:2]=[O:1])=[CH:8][CH:7]=[CH:6][N:5]2[CH:9]=1. The yield is 0.980. (3) The reactants are Br[C:2]1[S:6][C:5]([C@@H:7]([OH:21])[C@@H:8]2[N:12]([CH3:13])[C:11](=[O:14])[CH2:10][C@@H:9]2[C:15]2[CH:20]=[CH:19][CH:18]=[CH:17][CH:16]=2)=[CH:4][CH:3]=1.[Cl:22][C:23]1[CH:24]=[C:25](B(O)O)[CH:26]=[CH:27][C:28]=1[F:29].C([O-])([O-])=O.[Na+].[Na+].C(Cl)Cl. The catalyst is COCCOC.C1C=CC([P]([Pd]([P](C2C=CC=CC=2)(C2C=CC=CC=2)C2C=CC=CC=2)([P](C2C=CC=CC=2)(C2C=CC=CC=2)C2C=CC=CC=2)[P](C2C=CC=CC=2)(C2C=CC=CC=2)C2C=CC=CC=2)(C2C=CC=CC=2)C2C=CC=CC=2)=CC=1. The product is [Cl:22][C:23]1[CH:24]=[C:25]([C:2]2[S:6][C:5]([C@@H:7]([OH:21])[C@@H:8]3[N:12]([CH3:13])[C:11](=[O:14])[CH2:10][C@@H:9]3[C:15]3[CH:20]=[CH:19][CH:18]=[CH:17][CH:16]=3)=[CH:4][CH:3]=2)[CH:26]=[CH:27][C:28]=1[F:29]. The yield is 0.690. (4) The reactants are [CH3:1][O:2][C:3]1[CH:4]=[C:5]([CH:9]=[C:10]([C:12]2[CH:21]=[CH:20][C:19]3[C:14](=[CH:15][CH:16]=[C:17]([O:22][CH3:23])[CH:18]=3)[CH:13]=2)[CH:11]=1)[C:6](O)=[O:7].[CH3:24][NH2:25]. No catalyst specified. The product is [CH3:1][O:2][C:3]1[CH:4]=[C:5]([CH:9]=[C:10]([C:12]2[CH:21]=[CH:20][C:19]3[C:14](=[CH:15][CH:16]=[C:17]([O:22][CH3:23])[CH:18]=3)[CH:13]=2)[CH:11]=1)[C:6]([NH:25][CH3:24])=[O:7]. The yield is 0.280.